From a dataset of Forward reaction prediction with 1.9M reactions from USPTO patents (1976-2016). Predict the product of the given reaction. (1) The product is: [Cl:1][C:2]1[CH:7]=[C:6]([Cl:8])[CH:5]=[CH:4][C:3]=1[C:9]1[N:10]2[N:17]=[C:16]([CH3:18])[C:15]([NH:19][C:27](=[O:30])[CH2:28][CH3:29])=[C:11]2[O:12][C:13]=1[CH3:14]. Given the reactants [Cl:1][C:2]1[CH:7]=[C:6]([Cl:8])[CH:5]=[CH:4][C:3]=1[C:9]1[N:10]2[N:17]=[C:16]([CH3:18])[C:15]([NH2:19])=[C:11]2[O:12][C:13]=1[CH3:14].C(N(CC)CC)C.[C:27](Cl)(=[O:30])[CH2:28][CH3:29], predict the reaction product. (2) Given the reactants [C:1](Cl)(=[O:3])[CH3:2].[CH3:5][C:6]1([CH3:26])[NH:10]/[C:9](=[N:11]/[C:12](=[O:23])[C:13]2[C:18]([C:19]([F:22])([F:21])[F:20])=[CH:17][CH:16]=[N:15][CH:14]=2)/[N:8]=[C:7]1[S:24][CH3:25].C(N(CC)CC)C.C(OCC)(=O)C, predict the reaction product. The product is: [C:1]([N:10]1[C:6]([CH3:5])([CH3:26])[C:7]([S:24][CH3:25])=[N:8]/[C:9]/1=[N:11]\[C:12](=[O:23])[C:13]1[C:18]([C:19]([F:22])([F:20])[F:21])=[CH:17][CH:16]=[N:15][CH:14]=1)(=[O:3])[CH3:2]. (3) Given the reactants [C:1]1(B(O)O)[CH:6]=[CH:5][CH:4]=[CH:3][CH:2]=1.[Br:10][C:11]1[CH:16]=[CH:15][C:14]([OH:17])=[C:13]([F:18])[CH:12]=1, predict the reaction product. The product is: [Br:10][C:11]1[CH:16]=[CH:15][C:14]([O:17][C:1]2[CH:6]=[CH:5][CH:4]=[CH:3][CH:2]=2)=[C:13]([F:18])[CH:12]=1. (4) Given the reactants [Mg].[CH3:2][C:3]1[CH:8]=[CH:7][C:6]([C:9]2([CH2:13]S(C3C=CC=CC=3)(=O)=O)[CH2:12][O:11][CH2:10]2)=[CH:5][C:4]=1[OH:23].CCOCC, predict the reaction product. The product is: [CH3:2][C:3]1[CH:8]=[CH:7][C:6]([C:9]2([CH3:13])[CH2:10][O:11][CH2:12]2)=[CH:5][C:4]=1[OH:23]. (5) Given the reactants [Si:1]([O:8][CH2:9][C:10]1[C:11]([F:22])=[C:12]([N:16]2[CH2:21][CH2:20][NH:19][CH2:18][CH2:17]2)[CH:13]=[CH:14][CH:15]=1)([C:4]([CH3:7])([CH3:6])[CH3:5])([CH3:3])[CH3:2].CC#N.Cl[CH2:27][C:28]([N:30]1[CH2:33][CH:32]([O:34][CH3:35])[CH2:31]1)=[O:29].C(=O)([O-])[O-].[K+].[K+], predict the reaction product. The product is: [Si:1]([O:8][CH2:9][C:10]1[C:11]([F:22])=[C:12]([N:16]2[CH2:21][CH2:20][N:19]([CH2:27][C:28]([N:30]3[CH2:33][CH:32]([O:34][CH3:35])[CH2:31]3)=[O:29])[CH2:18][CH2:17]2)[CH:13]=[CH:14][CH:15]=1)([C:4]([CH3:7])([CH3:5])[CH3:6])([CH3:3])[CH3:2]. (6) Given the reactants [OH-].[Na+].[CH3:3][S:4]([C:7]1[CH:8]=[C:9]([CH:31]=[CH:32][CH:33]=1)[CH2:10][C:11]1[S:12][C:13]2[C:19]([C:20]3[CH:21]=[C:22]([CH:28]=[CH:29][CH:30]=3)[C:23](OCC)=[O:24])=[CH:18][CH:17]=[CH:16][C:14]=2[CH:15]=1)(=[O:6])=[O:5].Cl.[CH3:35][O:36][CH2:37][CH2:38][NH2:39].CCN=C=NCCCN(C)C.C1C=CC2N(O)N=NC=2C=1, predict the reaction product. The product is: [CH3:35][O:36][CH2:37][CH2:38][NH:39][C:23](=[O:24])[C:22]1[CH:28]=[CH:29][CH:30]=[C:20]([C:19]2[C:13]3[S:12][C:11]([CH2:10][C:9]4[CH:31]=[CH:32][CH:33]=[C:7]([S:4]([CH3:3])(=[O:5])=[O:6])[CH:8]=4)=[CH:15][C:14]=3[CH:16]=[CH:17][CH:18]=2)[CH:21]=1.